From a dataset of Peptide-MHC class I binding affinity with 185,985 pairs from IEDB/IMGT. Regression. Given a peptide amino acid sequence and an MHC pseudo amino acid sequence, predict their binding affinity value. This is MHC class I binding data. The peptide sequence is TDAAVKNWMT. The MHC is Mamu-A11 with pseudo-sequence Mamu-A11. The binding affinity (normalized) is 0.